This data is from Full USPTO retrosynthesis dataset with 1.9M reactions from patents (1976-2016). The task is: Predict the reactants needed to synthesize the given product. (1) Given the product [N:1]([C:2]1[C:7]([C:8]#[N:9])=[CH:6][C:5]([C:10]2[CH:11]=[CH:12][C:13]([O:16][CH3:17])=[CH:14][CH:15]=2)=[CH:4][C:3]=1[C:18]1[CH:23]=[CH:22][C:21]([O:24][CH3:25])=[CH:20][CH:19]=1)=[N+:31]=[N-:32], predict the reactants needed to synthesize it. The reactants are: [NH2:1][C:2]1[C:7]([C:8]#[N:9])=[CH:6][C:5]([C:10]2[CH:15]=[CH:14][C:13]([O:16][CH3:17])=[CH:12][CH:11]=2)=[CH:4][C:3]=1[C:18]1[CH:23]=[CH:22][C:21]([O:24][CH3:25])=[CH:20][CH:19]=1.Cl.N([O-])=O.[Na+].[N-:31]=[N+:32]=[N-].[Na+]. (2) Given the product [C:2]([CH:3]([CH2:11][C:12](=[O:17])[C:13]([CH3:16])([CH3:15])[CH3:14])[C:4]([O:6][CH2:7][CH3:8])=[O:5])(=[O:1])[CH3:9], predict the reactants needed to synthesize it. The reactants are: [O:1]=[C:2]([CH3:9])[CH2:3][C:4]([O:6][CH2:7][CH3:8])=[O:5].Br[CH2:11][C:12](=[O:17])[C:13]([CH3:16])([CH3:15])[CH3:14].Cl. (3) Given the product [Cl:28][C:22]1[CH:23]=[C:24]([Cl:27])[CH:25]=[CH:26][C:21]=1[C:16]1[N:17]=[C:18]([CH2:19][CH3:20])[C:13]([NH:12][C@H:6]2[C@@H:7]([O:9][CH2:10][CH3:11])[CH2:8][N:4]([C:1](=[O:3])[CH2:2][CH3:31])[CH2:5]2)=[N:14][C:15]=1[CH2:29][CH3:30], predict the reactants needed to synthesize it. The reactants are: [C:1]([N:4]1[CH2:8][C@H:7]([O:9][CH2:10][CH3:11])[C@H:6]([NH:12][C:13]2[C:18]([CH2:19][CH3:20])=[N:17][C:16]([C:21]3[CH:26]=[CH:25][C:24]([Cl:27])=[CH:23][C:22]=3[Cl:28])=[C:15]([CH2:29][CH3:30])[N:14]=2)[CH2:5]1)(=[O:3])[CH3:2].[C:31](Cl)(=O)CC. (4) Given the product [O:24]=[S:16]1(=[O:25])[C:17]2[CH:23]=[CH:22][CH:21]=[CH:20][C:18]=2[CH2:19][N:13]([C:4]2[CH:3]=[C:2]([N:26]3[CH2:29][CH:28]([NH2:30])[CH2:27]3)[C:11]3[C:6](=[CH:7][CH:8]=[C:9]([CH3:12])[CH:10]=3)[N:5]=2)[CH2:14][CH2:15]1, predict the reactants needed to synthesize it. The reactants are: Cl[C:2]1[C:11]2[C:6](=[CH:7][CH:8]=[C:9]([CH3:12])[CH:10]=2)[N:5]=[C:4]([N:13]2[CH2:19][C:18]3[CH:20]=[CH:21][CH:22]=[CH:23][C:17]=3[S:16](=[O:25])(=[O:24])[CH2:15][CH2:14]2)[CH:3]=1.[NH:26]1[CH2:29][CH:28]([NH:30]C(=O)OC(C)(C)C)[CH2:27]1. (5) The reactants are: [Cl:1][C:2]1[CH:3]=[C:4]([CH:9]([C:12]2[C:17]([CH:18]([CH3:20])[CH3:19])=[C:16]([O:21][CH3:22])[N:15]=[C:14]([O:23][CH3:24])[N:13]=2)C#N)[CH:5]=[C:6]([CH3:8])[CH:7]=1.[H-].[Na+].CN(C=[O:31])C. Given the product [Cl:1][C:2]1[CH:3]=[C:4]([C:9]([C:12]2[C:17]([CH:18]([CH3:20])[CH3:19])=[C:16]([O:21][CH3:22])[N:15]=[C:14]([O:23][CH3:24])[N:13]=2)=[O:31])[CH:5]=[C:6]([CH3:8])[CH:7]=1, predict the reactants needed to synthesize it. (6) Given the product [Cl:1][C:2]1[CH:7]=[CH:6][C:5]([NH2:8])=[CH:4][C:3]=1[O:11][CH2:12][CH:13]1[CH2:14][CH2:15]1, predict the reactants needed to synthesize it. The reactants are: [Cl:1][C:2]1[CH:7]=[CH:6][C:5]([N+:8]([O-])=O)=[CH:4][C:3]=1[O:11][CH2:12][CH:13]1[CH2:15][CH2:14]1.S(S([O-])=O)([O-])=O.[Na+].[Na+].Cl.[OH-].[Na+]. (7) Given the product [CH2:15]([C:10]1[C:9]([CH2:19][NH:20][C:21](=[O:27])[O:22][C:23]([CH3:26])([CH3:25])[CH3:24])=[C:8]([C:28]2[CH:33]=[CH:32][C:31]([CH3:34])=[CH:30][CH:29]=2)[C:7]2[C:12](=[CH:13][CH:14]=[C:5]([O:4][CH2:3][C:1]3[N:35]=[N:36][NH:37][N:2]=3)[CH:6]=2)[N:11]=1)[CH:16]([CH3:17])[CH3:18], predict the reactants needed to synthesize it. The reactants are: [C:1]([CH2:3][O:4][C:5]1[CH:6]=[C:7]2[C:12](=[CH:13][CH:14]=1)[N:11]=[C:10]([CH2:15][CH:16]([CH3:18])[CH3:17])[C:9]([CH2:19][NH:20][C:21](=[O:27])[O:22][C:23]([CH3:26])([CH3:25])[CH3:24])=[C:8]2[C:28]1[CH:33]=[CH:32][C:31]([CH3:34])=[CH:30][CH:29]=1)#[N:2].[N-:35]=[N+:36]=[N-:37].[Na+].[Cl-].[NH4+].O.